The task is: Predict the reactants needed to synthesize the given product.. This data is from Full USPTO retrosynthesis dataset with 1.9M reactions from patents (1976-2016). (1) The reactants are: [CH3:1][C:2]1[C:7]([O:8][C:9]2[C:10]([NH:22][C:23]3[S:27][N:26]=[C:25]([CH:28]4[CH2:34][CH:33]5[N:35](C(OC(C)(C)C)=O)[CH:30]([CH2:31][CH2:32]5)[CH2:29]4)[N:24]=3)=[N:11][CH:12]=[C:13]([S:15][C:16]3[CH:21]=[CH:20][CH:19]=[CH:18][N:17]=3)[CH:14]=2)=[CH:6][CH:5]=[CH:4][N:3]=1.C(O)(C(F)(F)F)=O. Given the product [CH:30]12[NH:35][CH:33]([CH2:32][CH2:31]1)[CH2:34][CH:28]([C:25]1[N:24]=[C:23]([NH:22][C:10]3[C:9]([O:8][C:7]4[C:2]([CH3:1])=[N:3][CH:4]=[CH:5][CH:6]=4)=[CH:14][C:13]([S:15][C:16]4[CH:21]=[CH:20][CH:19]=[CH:18][N:17]=4)=[CH:12][N:11]=3)[S:27][N:26]=1)[CH2:29]2, predict the reactants needed to synthesize it. (2) The reactants are: C1(NC2C(N3CCNCC3)=NC3C(=CC=C(F)C=3)N=2)CC1.N1(C2C(NC3C=NC=CC=3)=NC3C(N=2)=CC=CC=3)CCNCC1.[CH:45]([NH:48][C:49]1[C:58]([N:59]2[CH2:64][CH2:63][NH:62][CH2:61][CH2:60]2)=[N:57][C:56]2[C:51](=[CH:52][CH:53]=[C:54]([C:65]#[N:66])[CH:55]=2)[N:50]=1)([CH3:47])[CH3:46].C1(NC2C(N3CCNCC3)=NC3C(=CC=C(C#N)C=3)N=2)CCC1.C1(NC2C(N3CCNCC3)=NC3C(=CC(F)=C(F)C=3)N=2)CC1. Given the product [CH:45]1([NH:48][C:49]2[C:58]([N:59]3[CH2:64][CH2:63][NH:62][CH2:61][CH2:60]3)=[N:57][C:56]3[C:51](=[CH:52][CH:53]=[C:54]([C:65]#[N:66])[CH:55]=3)[N:50]=2)[CH2:47][CH2:46]1, predict the reactants needed to synthesize it. (3) Given the product [C:16]([O:20][C:21](=[O:22])[NH:23][C@H:24]([C:25](=[O:26])[NH:8][C:5]1[CH:6]=[CH:7][C:2]([Cl:1])=[CH:3][C:4]=1[NH:9][C:10]1[CH:15]=[CH:14][CH:13]=[CH:12][CH:11]=1)[CH3:28])([CH3:17])([CH3:18])[CH3:19], predict the reactants needed to synthesize it. The reactants are: [Cl:1][C:2]1[CH:3]=[C:4]([NH:9][C:10]2[CH:15]=[CH:14][CH:13]=[CH:12][CH:11]=2)[C:5]([NH2:8])=[CH:6][CH:7]=1.[C:16]([O:20][C:21]([NH:23][C@@H:24]([CH3:28])[C:25](O)=[O:26])=[O:22])([CH3:19])([CH3:18])[CH3:17].C1C=NC2N(O)N=NC=2C=1.CN1CCOCC1.Cl.CN(C)CCCN=C=NCC. (4) Given the product [OH:25][CH2:24][CH2:23][C:20]1[CH:21]=[CH:22][C:17]([NH:16][C:9](=[O:10])[O:11][C:12]([CH3:13])([CH3:14])[CH3:15])=[CH:18][CH:19]=1, predict the reactants needed to synthesize it. The reactants are: [C:9](O[C:9]([O:11][C:12]([CH3:15])([CH3:14])[CH3:13])=[O:10])([O:11][C:12]([CH3:15])([CH3:14])[CH3:13])=[O:10].[NH2:16][C:17]1[CH:22]=[CH:21][C:20]([CH2:23][CH2:24][OH:25])=[CH:19][CH:18]=1.C(N(CC)CC)C.O. (5) The reactants are: [Cl:1][C:2]1[C:3](=[O:27])[N:4]([C:10]2[CH:15]=[C:14]([C:16]3[CH:21]=[CH:20][N:19]=[C:18]([C:22]([OH:25])([CH3:24])[CH3:23])[N:17]=3)[CH:13]=[CH:12][C:11]=2[CH3:26])[C:5]([CH3:9])=[N:6][C:7]=1[OH:8].Cl[CH2:29][C:30]1[CH:35]=[C:34]([CH3:36])[C:33]([F:37])=[CH:32][C:31]=1[F:38].C(=O)([O-])[O-].[K+].[K+].C1OCCOCCOCCOCCOCCOC1. Given the product [Cl:1][C:2]1[C:3](=[O:27])[N:4]([C:10]2[CH:15]=[C:14]([C:16]3[CH:21]=[CH:20][N:19]=[C:18]([C:22]([OH:25])([CH3:23])[CH3:24])[N:17]=3)[CH:13]=[CH:12][C:11]=2[CH3:26])[C:5]([CH3:9])=[N:6][C:7]=1[O:8][CH2:29][C:30]1[CH:35]=[C:34]([CH3:36])[C:33]([F:37])=[CH:32][C:31]=1[F:38], predict the reactants needed to synthesize it. (6) Given the product [CH2:12]([C:14]1[N:15]([CH2:27][C:28]#[CH:29])[C:16]2[C:25]3[CH:24]=[CH:23][CH:22]=[CH:21][C:20]=3[N+:19]([O-:6])=[CH:18][C:17]=2[N:26]=1)[CH3:13], predict the reactants needed to synthesize it. The reactants are: ClC1C=C(C=CC=1)C(OO)=[O:6].[CH2:12]([C:14]1[N:15]([CH2:27][C:28]#[CH:29])[C:16]2[C:25]3[CH:24]=[CH:23][CH:22]=[CH:21][C:20]=3[N:19]=[CH:18][C:17]=2[N:26]=1)[CH3:13]. (7) Given the product [C:15]([N:14]1[C:11]2[CH:12]=[CH:13][C:8]([C:5]3[CH:4]=[N:3][C:2]([NH2:1])=[N:7][CH:6]=3)=[CH:9][C:10]=2[N:19]=[C:27]1[C:26]1[CH:29]=[C:22]([O:21][CH3:20])[CH:23]=[CH:24][C:25]=1[C:30]1[S:31][C:32]([CH3:35])=[CH:33][N:34]=1)([CH3:16])([CH3:18])[CH3:17], predict the reactants needed to synthesize it. The reactants are: [NH2:1][C:2]1[N:7]=[CH:6][C:5]([C:8]2[CH:9]=[C:10]([NH2:19])[C:11]([NH:14][C:15]([CH3:18])([CH3:17])[CH3:16])=[CH:12][CH:13]=2)=[CH:4][N:3]=1.[CH3:20][O:21][C:22]1[CH:23]=[CH:24][C:25]([C:30]2[S:31][C:32]([CH3:35])=[CH:33][N:34]=2)=[C:26]([CH:29]=1)[CH:27]=O.OOS([O-])=O.[K+].S([O-])([O-])(=O)=S.[Na+].[Na+]. (8) Given the product [F:1][C:2]1[CH:7]=[C:6]([NH:8][CH2:9][C:10]2[CH:11]=[CH:12][C:13]([CH:16]([CH2:20][C:21]3[S:22][CH:23]=[C:24]([C:26]4[CH:27]=[CH:28][CH:29]=[CH:30][CH:31]=4)[N:25]=3)[CH2:17][CH2:18][CH3:19])=[CH:14][CH:15]=2)[CH:5]=[CH:4][C:3]=1[CH2:32][CH2:33][C:34]([OH:36])=[O:35], predict the reactants needed to synthesize it. The reactants are: [F:1][C:2]1[CH:7]=[C:6]([NH:8][CH2:9][C:10]2[CH:15]=[CH:14][C:13]([CH:16]([CH2:20][C:21]3[S:22][CH:23]=[C:24]([C:26]4[CH:31]=[CH:30][CH:29]=[CH:28][CH:27]=4)[N:25]=3)[CH2:17][CH2:18][CH3:19])=[CH:12][CH:11]=2)[CH:5]=[CH:4][C:3]=1[CH2:32][CH2:33][C:34]([O:36]CC)=[O:35].O1CCCC1.O.[OH-].[Li+].Cl. (9) Given the product [OH:1][C:2]1[CH:3]=[C:4]([CH2:9][C:10]([O:12][CH3:18])=[O:11])[CH:5]=[CH:6][C:7]=1[OH:8], predict the reactants needed to synthesize it. The reactants are: [OH:1][C:2]1[CH:3]=[C:4]([CH2:9][C:10]([OH:12])=[O:11])[CH:5]=[CH:6][C:7]=1[OH:8].S(=O)(=O)(O)O.[CH3:18]O.